Task: Predict the reactants needed to synthesize the given product.. Dataset: Full USPTO retrosynthesis dataset with 1.9M reactions from patents (1976-2016) (1) Given the product [CH3:21][C:16]1([CH3:22])[C:17]([CH3:20])([CH3:19])[O:18][B:14]([C:2]2[CH:9]=[CH:8][C:7]([C:10]([F:13])([F:12])[F:11])=[CH:6][C:3]=2[CH:4]=[O:5])[O:15]1, predict the reactants needed to synthesize it. The reactants are: Br[C:2]1[CH:9]=[CH:8][C:7]([C:10]([F:13])([F:12])[F:11])=[CH:6][C:3]=1[CH:4]=[O:5].[B:14]1([B:14]2[O:18][C:17]([CH3:20])([CH3:19])[C:16]([CH3:22])([CH3:21])[O:15]2)[O:18][C:17]([CH3:20])([CH3:19])[C:16]([CH3:22])([CH3:21])[O:15]1. (2) Given the product [F:1][C:2]1[CH:7]=[CH:6][CH:5]=[CH:4][C:3]=1[C:8]1[N:9]=[N:10][C:11]2[C@@:12]3([CH2:21][C:30]#[N:31])[C:18]([CH3:20])([CH3:19])[C@@H:15]([C:16]=2[CH:17]=1)[CH2:14][CH2:13]3, predict the reactants needed to synthesize it. The reactants are: [F:1][C:2]1[CH:7]=[CH:6][CH:5]=[CH:4][C:3]=1[C:8]1[N:9]=[N:10][C:11]2[C@@:12]3([CH2:21]OS(C(F)(F)F)(=O)=O)[C:18]([CH3:20])([CH3:19])[C@@H:15]([C:16]=2[CH:17]=1)[CH2:14][CH2:13]3.[C-:30]#[N:31].[Na+]. (3) Given the product [Cl:1][C:2]1[C:3]([N+:9]([O-:11])=[O:10])=[C:4]([NH:12][CH:13]([CH2:17][CH3:18])[C:14]([OH:16])=[O:15])[CH:5]=[CH:6][CH:7]=1, predict the reactants needed to synthesize it. The reactants are: [Cl:1][C:2]1[CH:7]=[CH:6][CH:5]=[C:4](F)[C:3]=1[N+:9]([O-:11])=[O:10].[NH2:12][CH:13]([CH2:17][CH3:18])[C:14]([OH:16])=[O:15].C([O-])([O-])=O.[K+].[K+].O. (4) Given the product [CH2:1]([O:3][C:4](=[O:17])[CH:5]=[C:6]1[C:15]2[C:10](=[C:11]([F:16])[CH:12]=[CH:13][CH:14]=2)[N:9]([C:22](=[O:21])[NH:35][CH2:36][C:37]2[CH:42]=[CH:41][C:40]([C:43]([N:45]3[C:51]4[CH:52]=[CH:53][CH:54]=[CH:55][C:50]=4[CH2:49][N:48]4[CH:56]=[CH:57][CH:58]=[C:47]4[CH2:46]3)=[O:44])=[CH:39][C:38]=2[CH3:59])[CH2:8][CH2:7]1)[CH3:2], predict the reactants needed to synthesize it. The reactants are: [CH2:1]([O:3][C:4](=[O:17])[CH:5]=[C:6]1[C:15]2[C:10](=[C:11]([F:16])[CH:12]=[CH:13][CH:14]=2)[NH:9][CH2:8][CH2:7]1)[CH3:2].ClC([O:21][C:22](Cl)(Cl)Cl)=O.C(N(C(C)C)CC)(C)C.[NH2:35][CH2:36][C:37]1[CH:42]=[CH:41][C:40]([C:43]([N:45]2[C:51]3[CH:52]=[CH:53][CH:54]=[CH:55][C:50]=3[CH2:49][N:48]3[CH:56]=[CH:57][CH:58]=[C:47]3[CH2:46]2)=[O:44])=[CH:39][C:38]=1[CH3:59].